From a dataset of NCI-60 drug combinations with 297,098 pairs across 59 cell lines. Regression. Given two drug SMILES strings and cell line genomic features, predict the synergy score measuring deviation from expected non-interaction effect. (1) Drug 1: CC1C(C(CC(O1)OC2CC(CC3=C2C(=C4C(=C3O)C(=O)C5=C(C4=O)C(=CC=C5)OC)O)(C(=O)CO)O)N)O.Cl. Drug 2: CC1CCCC2(C(O2)CC(NC(=O)CC(C(C(=O)C(C1O)C)(C)C)O)C(=CC3=CSC(=N3)C)C)C. Cell line: SNB-75. Synergy scores: CSS=35.9, Synergy_ZIP=1.50, Synergy_Bliss=1.66, Synergy_Loewe=-18.1, Synergy_HSA=1.59. (2) Drug 1: C#CCC(CC1=CN=C2C(=N1)C(=NC(=N2)N)N)C3=CC=C(C=C3)C(=O)NC(CCC(=O)O)C(=O)O. Drug 2: C1CN(CCN1C(=O)CCBr)C(=O)CCBr. Cell line: UACC62. Synergy scores: CSS=15.2, Synergy_ZIP=-8.11, Synergy_Bliss=-0.524, Synergy_Loewe=-0.212, Synergy_HSA=-0.754. (3) Drug 2: C1C(C(OC1N2C=C(C(=O)NC2=O)F)CO)O. Cell line: CCRF-CEM. Synergy scores: CSS=80.6, Synergy_ZIP=-0.944, Synergy_Bliss=-1.46, Synergy_Loewe=1.51, Synergy_HSA=3.92. Drug 1: C1=C(C(=O)NC(=O)N1)N(CCCl)CCCl. (4) Drug 1: CC1C(C(=O)NC(C(=O)N2CCCC2C(=O)N(CC(=O)N(C(C(=O)O1)C(C)C)C)C)C(C)C)NC(=O)C3=C4C(=C(C=C3)C)OC5=C(C(=O)C(=C(C5=N4)C(=O)NC6C(OC(=O)C(N(C(=O)CN(C(=O)C7CCCN7C(=O)C(NC6=O)C(C)C)C)C)C(C)C)C)N)C. Drug 2: CCN(CC)CCCC(C)NC1=C2C=C(C=CC2=NC3=C1C=CC(=C3)Cl)OC. Cell line: SNB-19. Synergy scores: CSS=34.3, Synergy_ZIP=-5.89, Synergy_Bliss=4.71, Synergy_Loewe=-4.54, Synergy_HSA=3.20. (5) Drug 1: CC1OCC2C(O1)C(C(C(O2)OC3C4COC(=O)C4C(C5=CC6=C(C=C35)OCO6)C7=CC(=C(C(=C7)OC)O)OC)O)O. Drug 2: C1=NC2=C(N=C(N=C2N1C3C(C(C(O3)CO)O)O)F)N. Cell line: HL-60(TB). Synergy scores: CSS=58.4, Synergy_ZIP=-1.72, Synergy_Bliss=-4.57, Synergy_Loewe=-5.77, Synergy_HSA=-3.76.